This data is from Full USPTO retrosynthesis dataset with 1.9M reactions from patents (1976-2016). The task is: Predict the reactants needed to synthesize the given product. (1) Given the product [Cl:32][C:12]1[CH:13]([CH2:15][NH:16][C:17](=[O:23])[O:18][C:19]([CH3:22])([CH3:21])[CH3:20])[O:14][B:4]2[C:5]3[C:6]=1[CH:7]=[CH:8][O:9][CH2:10][C:11]=3[C:2]([CH3:24])([CH3:1])[O:3]2, predict the reactants needed to synthesize it. The reactants are: [CH3:1][C:2]1([CH3:24])[C:11]2[CH2:10][O:9][CH:8]=[CH:7][C:6]3=[CH:12][CH:13]([CH2:15][NH:16][C:17](=[O:23])[O:18][C:19]([CH3:22])([CH3:21])[CH3:20])[O:14][B:4]([C:5]=23)[O:3]1.C1C(=O)N([Cl:32])C(=O)C1.CC(N=NC(C#N)(C)C)(C#N)C. (2) Given the product [CH3:1][C:2]1([N:7]2[CH2:8][CH2:9][CH:10]([N:13]3[C:21]4[C:16](=[CH:17][CH:18]=[CH:19][CH:20]=4)[CH2:15][C:14]3=[O:22])[CH2:11][CH2:12]2)[CH2:6][CH2:5][N:4]([C:23]([O:24][CH3:25])=[O:26])[CH2:3]1, predict the reactants needed to synthesize it. The reactants are: [CH3:1][C:2]1([N:7]2[CH2:12][CH2:11][CH:10]([N:13]3[C:21]4[C:16](=[CH:17][CH:18]=[CH:19][CH:20]=4)[CH2:15][C:14]3=[O:22])[CH2:9][CH2:8]2)[CH2:6][CH2:5][NH:4][CH2:3]1.[C:23](Cl)(=[O:26])[O:24][CH3:25].